Dataset: HIV replication inhibition screening data with 41,000+ compounds from the AIDS Antiviral Screen. Task: Binary Classification. Given a drug SMILES string, predict its activity (active/inactive) in a high-throughput screening assay against a specified biological target. (1) The molecule is Cc1cc2c(cc1Cl)SC(NNC1=NCCN1)=NS2(=O)=O. The result is 0 (inactive). (2) The molecule is COC(=O)CNS(=O)(=O)c1ccc(-c2c3nc(c(-c4ccc(S(=O)(=O)NCC(=O)OC)cc4)c4ccc([nH]4)c(-c4ccc(S(=O)(=O)NCC(=O)OC)cc4)c4nc(c(-c5ccc(S(=O)(=O)NCC(=O)OC)cc5)c5ccc2[nH]5)C=C4)C=C3)cc1. The result is 0 (inactive). (3) The molecule is O=C(CNC(=O)c1ccc(Cl)cc1)NO. The result is 0 (inactive). (4) The compound is CCOC(=O)C(=Cc1c[nH]c2ccccc12)P(=O)(OCC)OCC. The result is 0 (inactive). (5) The compound is CC(C)(C)OC(=O)NC(Cc1ccccc1)OCc1ccccc1. The result is 0 (inactive).